From a dataset of Forward reaction prediction with 1.9M reactions from USPTO patents (1976-2016). Predict the product of the given reaction. (1) Given the reactants O.[OH-].[Li+].[CH2:4]([S:8]([O:11][C:12]1[CH:17]=[CH:16][C:15]([CH2:18][CH2:19][CH2:20][C:21]2[CH:26]=[CH:25][C:24]([CH2:27][CH2:28][C:29]([O:31]C)=[O:30])=[CH:23][C:22]=2[O:33][CH2:34][C:35]2[CH:40]=[CH:39][C:38]([F:41])=[CH:37][CH:36]=2)=[CH:14][C:13]=1[O:42][CH3:43])(=[O:10])=[O:9])[CH2:5][CH2:6][CH3:7].O.C(O)(=O)C, predict the reaction product. The product is: [CH2:4]([S:8]([O:11][C:12]1[CH:17]=[CH:16][C:15]([CH2:18][CH2:19][CH2:20][C:21]2[CH:26]=[CH:25][C:24]([CH2:27][CH2:28][C:29]([OH:31])=[O:30])=[CH:23][C:22]=2[O:33][CH2:34][C:35]2[CH:40]=[CH:39][C:38]([F:41])=[CH:37][CH:36]=2)=[CH:14][C:13]=1[O:42][CH3:43])(=[O:9])=[O:10])[CH2:5][CH2:6][CH3:7]. (2) Given the reactants C([NH:4][C@H:5]([CH2:9][C:10]1[CH:15]=[CH:14][C:13]([C:16]([F:19])([F:18])[F:17])=[CH:12][CH:11]=1)[C:6]([OH:8])=[O:7])(=O)C.[CH3:32][C:31]([O:30][C:28](O[C:28]([O:30][C:31]([CH3:34])([CH3:33])[CH3:32])=[O:29])=[O:29])([CH3:34])[CH3:33], predict the reaction product. The product is: [C:31]([O:30][C:28]([NH:4][C@H:5]([CH2:9][C:10]1[CH:15]=[CH:14][C:13]([C:16]([F:17])([F:18])[F:19])=[CH:12][CH:11]=1)[C:6]([OH:8])=[O:7])=[O:29])([CH3:32])([CH3:33])[CH3:34]. (3) The product is: [N+:8]([C:5]1[N:6]=[CH:7][C:2]([N:11]2[CH2:16][CH2:15][O:14][CH2:13][CH2:12]2)=[CH:3][CH:4]=1)([O-:10])=[O:9]. Given the reactants Br[C:2]1[CH:3]=[CH:4][C:5]([N+:8]([O-:10])=[O:9])=[N:6][CH:7]=1.[NH:11]1[CH2:16][CH2:15][O:14][CH2:13][CH2:12]1.C([O-])([O-])=O.[K+].[K+].O, predict the reaction product. (4) Given the reactants [Cl:1][C:2]1[CH:7]=[CH:6][C:5]([Mg]Br)=[CH:4][C:3]=1[F:10].CON(C)[C:14]([C@H:16]1[CH2:20][CH2:19][CH2:18][N:17]1[C:21]([O:23][C:24]([CH3:27])([CH3:26])[CH3:25])=[O:22])=[O:15], predict the reaction product. The product is: [Cl:1][C:2]1[CH:7]=[CH:6][C:5]([C:14]([C@H:16]2[CH2:20][CH2:19][CH2:18][N:17]2[C:21]([O:23][C:24]([CH3:27])([CH3:26])[CH3:25])=[O:22])=[O:15])=[CH:4][C:3]=1[F:10]. (5) Given the reactants [C:1]([O:5][C:6]([NH:8][C:9]1[S:10][CH:11]=[C:12](/[C:14](=[N:31]/[O:32][C:33]2([C:36]([O:38][CH:39]([C:46]3[CH:51]=[CH:50][CH:49]=[CH:48][CH:47]=3)[C:40]3[CH:45]=[CH:44][CH:43]=[CH:42][CH:41]=3)=[O:37])[CH2:35][CH2:34]2)/[C:15]([NH:17][C@@H:18]2[C:21](=[O:22])[NH:20][C@@H:19]2[CH2:23][N:24]2[N:28]=[C:27]([CH:29]=O)[CH:26]=[N:25]2)=[O:16])[N:13]=1)=[O:7])([CH3:4])([CH3:3])[CH3:2].[C:52]([O:56][C:57](=[O:63])[NH:58][CH2:59][CH2:60][CH2:61][NH2:62])([CH3:55])([CH3:54])[CH3:53].[Na], predict the reaction product. The product is: [C:52]([O:56][C:57]([NH:58][CH2:59][CH2:60][CH2:61][NH:62][CH2:29][C:27]1[CH:26]=[N:25][N:24]([CH2:23][C@@H:19]2[C@H:18]([NH:17][C:15](=[O:16])/[C:14](=[N:31]\[O:32][C:33]3([C:36]([O:38][CH:39]([C:46]4[CH:47]=[CH:48][CH:49]=[CH:50][CH:51]=4)[C:40]4[CH:45]=[CH:44][CH:43]=[CH:42][CH:41]=4)=[O:37])[CH2:34][CH2:35]3)/[C:12]3[N:13]=[C:9]([NH:8][C:6]([O:5][C:1]([CH3:4])([CH3:2])[CH3:3])=[O:7])[S:10][CH:11]=3)[C:21](=[O:22])[NH:20]2)[N:28]=1)=[O:63])([CH3:55])([CH3:53])[CH3:54]. (6) Given the reactants [C:1]1([CH:7](O)[CH2:8][NH:9][CH2:10][C:11]2[CH:15]=[CH:14][S:13][CH:12]=2)[CH:6]=[CH:5][CH:4]=[CH:3][CH:2]=1.[OH-].[NH4+], predict the reaction product. The product is: [C:1]1([CH:7]2[CH2:8][NH:9][CH2:10][C:11]3[CH:15]=[CH:14][S:13][C:12]2=3)[CH:6]=[CH:5][CH:4]=[CH:3][CH:2]=1. (7) Given the reactants [NH2:1][C:2]1[C:7]([F:8])=[CH:6][C:5]([CH2:9][CH2:10][OH:11])=[CH:4][C:3]=1[F:12].Cl.[O:14]=[CH:15][CH2:16][C:17](S)=[NH:18], predict the reaction product. The product is: [C:10]([O:11][CH2:10][CH2:9][C:5]1[CH:4]=[C:3]([F:12])[C:2]([NH:1][C:17](=[NH:18])[CH2:16][C:15]([C:6]2[CH:5]=[CH:4][C:3]([F:12])=[CH:2][C:7]=2[F:8])=[O:14])=[C:7]([F:8])[CH:6]=1)(=[O:11])[CH3:9]. (8) Given the reactants [CH2:1]([NH:8][C:9]([C:11]1[S:15][C:14]([C:16]2[CH:21]=[N:20][CH:19]=[C:18](/[CH:22]=[CH:23]/[C:24]3[CH:29]=[CH:28][CH:27]=[CH:26][CH:25]=3)[N:17]=2)=[N:13][C:12]=1[CH3:30])=[O:10])[C:2]1[CH:7]=[CH:6][CH:5]=[CH:4][CH:3]=1, predict the reaction product. The product is: [CH2:1]([NH:8][C:9]([C:11]1[S:15][C:14]([C:16]2[CH:21]=[N:20][CH:19]=[C:18]([CH2:22][CH2:23][C:24]3[CH:29]=[CH:28][CH:27]=[CH:26][CH:25]=3)[N:17]=2)=[N:13][C:12]=1[CH3:30])=[O:10])[C:2]1[CH:3]=[CH:4][CH:5]=[CH:6][CH:7]=1. (9) The product is: [Cl:1][C:2]1[CH:3]=[CH:4][C:5]([CH:8]([C:12]2[CH:17]=[CH:16][C:15]([C:18]3[CH:22]=[N:21][NH:20][CH:19]=3)=[CH:14][CH:13]=2)[CH2:9][NH:10][CH2:11][CH3:23])=[CH:6][CH:7]=1. Given the reactants [Cl:1][C:2]1[CH:7]=[CH:6][C:5]([CH:8]([C:12]2[CH:17]=[CH:16][C:15]([C:18]3[CH:19]=[N:20][NH:21][CH:22]=3)=[CH:14][CH:13]=2)[CH2:9][NH:10][CH3:11])=[CH:4][CH:3]=1.[CH2:23](N)C, predict the reaction product. (10) Given the reactants [Cl:1][C:2]1[CH:16]=[C:15](I)[CH:14]=[C:13]([Cl:18])[C:3]=1[C:4]([NH:6][C:7]1[CH:12]=[CH:11][N:10]=[CH:9][CH:8]=1)=[O:5].[C:19]([Cu])#[N:20].CC#N, predict the reaction product. The product is: [Cl:1][C:2]1[CH:16]=[C:15]([C:19]#[N:20])[CH:14]=[C:13]([Cl:18])[C:3]=1[C:4]([NH:6][C:7]1[CH:12]=[CH:11][N:10]=[CH:9][CH:8]=1)=[O:5].